From a dataset of Reaction yield outcomes from USPTO patents with 853,638 reactions. Predict the reaction yield, written as a fraction of the theoretical maximum amount of product (1.0 means a 100% yield; for example, 0.34 means a 34% yield). (1) The reactants are [F:1][C:2]1[CH:7]=[CH:6][C:5]([S:8]([NH:11][CH:12]([CH2:15][CH3:16])[CH2:13][CH3:14])(=[O:10])=[O:9])=[CH:4][CH:3]=1.Br[CH2:18][C:19]1[CH:28]=[CH:27][C:22]([C:23]([O:25][CH3:26])=[O:24])=[C:21]([F:29])[CH:20]=1.C([O-])([O-])=O.[K+].[K+]. The catalyst is CN(C=O)C. The product is [F:29][C:21]1[CH:20]=[C:19]([CH2:18][N:11]([CH:12]([CH2:15][CH3:16])[CH2:13][CH3:14])[S:8]([C:5]2[CH:4]=[CH:3][C:2]([F:1])=[CH:7][CH:6]=2)(=[O:10])=[O:9])[CH:28]=[CH:27][C:22]=1[C:23]([O:25][CH3:26])=[O:24]. The yield is 0.440. (2) The reactants are [CH2:1]([O:5][C:6]1[C:15]2[C:10](=[CH:11][CH:12]=[C:13](F)[CH:14]=2)[C:9](=[O:17])[N:8]([CH2:18][CH:19]([CH3:21])[CH3:20])[C:7]=1[C:22]([O:24]CC)=[O:23])[CH2:2][CH2:3][CH3:4].[OH-:27].[Na+].Cl.[H-].[Na+]. The catalyst is O1CCCC1.C(O)C.C(O)C1C=CC=CC=1.O. The product is [CH2:9]([O:27][C:13]1[CH:14]=[C:15]2[C:10](=[CH:11][CH:12]=1)[C:9](=[O:17])[N:8]([CH2:18][CH:19]([CH3:21])[CH3:20])[C:7]([C:22]([OH:24])=[O:23])=[C:6]2[O:5][CH2:1][CH2:2][CH2:3][CH3:4])[C:10]1[CH:15]=[CH:14][CH:13]=[CH:12][CH:11]=1. The yield is 0.881.